Dataset: Reaction yield outcomes from USPTO patents with 853,638 reactions. Task: Predict the reaction yield, written as a fraction of the theoretical maximum amount of product (1.0 means a 100% yield; for example, 0.34 means a 34% yield). The catalyst is ClCCCl. The reactants are [F:1][C:2]1[CH:7]=[CH:6][C:5]([C:8]2[C:9]3[C:10](=[N:27][N:28]([CH2:30][CH:31]=O)[CH:29]=3)[N:11]=[C:12]([C:20]3[CH:25]=[CH:24][C:23]([F:26])=[CH:22][CH:21]=3)[C:13]=2[C:14]2[CH:19]=[CH:18][N:17]=[CH:16][CH:15]=2)=[CH:4][CH:3]=1.C(O[BH-](OC(=O)C)OC(=O)C)(=O)C.[Na+].[OH:47][CH:48]1[CH2:53][CH2:52][NH:51][CH2:50][CH2:49]1. The yield is 0.200. The product is [F:1][C:2]1[CH:7]=[CH:6][C:5]([C:8]2[C:9]3[C:10](=[N:27][N:28]([CH2:30][CH2:31][N:51]4[CH2:52][CH2:53][CH:48]([OH:47])[CH2:49][CH2:50]4)[CH:29]=3)[N:11]=[C:12]([C:20]3[CH:25]=[CH:24][C:23]([F:26])=[CH:22][CH:21]=3)[C:13]=2[C:14]2[CH:15]=[CH:16][N:17]=[CH:18][CH:19]=2)=[CH:4][CH:3]=1.